Dataset: Forward reaction prediction with 1.9M reactions from USPTO patents (1976-2016). Task: Predict the product of the given reaction. (1) Given the reactants [N:1]([CH:4]1[CH2:9][CH2:8][C:7]([C:10]2[N:15]=[C:14]([C:16]3[O:20][C:19]([C:21]4[CH:26]=[CH:25][C:24]([CH2:27][N:28]([CH3:36])[C:29](=[O:35])[O:30][C:31]([CH3:34])([CH3:33])[CH3:32])=[CH:23][CH:22]=4)=[N:18][N:17]=3)[C:13]([NH:37][C:38]([O:40][C:41]([CH3:44])([CH3:43])[CH3:42])=[O:39])=[N:12][CH:11]=2)=[CH:6][CH2:5]1)=[N+]=[N-].C1(P(C2C=CC=CC=2)C2C=CC=CC=2)C=CC=CC=1.O, predict the reaction product. The product is: [NH2:1][CH:4]1[CH2:9][CH2:8][C:7]([C:10]2[N:15]=[C:14]([C:16]3[O:20][C:19]([C:21]4[CH:22]=[CH:23][C:24]([CH2:27][N:28]([CH3:36])[C:29](=[O:35])[O:30][C:31]([CH3:32])([CH3:33])[CH3:34])=[CH:25][CH:26]=4)=[N:18][N:17]=3)[C:13]([NH:37][C:38]([O:40][C:41]([CH3:44])([CH3:43])[CH3:42])=[O:39])=[N:12][CH:11]=2)=[CH:6][CH2:5]1. (2) Given the reactants [CH3:1][CH:2]1[CH2:6][CH2:5][CH2:4][N:3]1[C:7]1([C:12]#[N:13])[CH2:11][CH2:10][CH2:9][CH2:8]1.[C:14]1([Li])[CH:19]=[CH:18][CH:17]=[CH:16][CH:15]=1.CO.[BH4-].[Na+], predict the reaction product. The product is: [NH3:3].[CH3:1][CH:2]1[CH2:6][CH2:5][CH2:4][N:3]1[C:7]1([CH:12]([NH2:13])[C:14]2[CH:19]=[CH:18][CH:17]=[CH:16][CH:15]=2)[CH2:11][CH2:10][CH2:9][CH2:8]1.